The task is: Regression. Given two drug SMILES strings and cell line genomic features, predict the synergy score measuring deviation from expected non-interaction effect.. This data is from Merck oncology drug combination screen with 23,052 pairs across 39 cell lines. Drug 1: COC1CC2CCC(C)C(O)(O2)C(=O)C(=O)N2CCCCC2C(=O)OC(C(C)CC2CCC(OP(C)(C)=O)C(OC)C2)CC(=O)C(C)C=C(C)C(O)C(OC)C(=O)C(C)CC(C)C=CC=CC=C1C. Drug 2: NC1CCCCC1N.O=C(O)C(=O)O.[Pt+2]. Cell line: MSTO. Synergy scores: synergy=11.7.